Dataset: Full USPTO retrosynthesis dataset with 1.9M reactions from patents (1976-2016). Task: Predict the reactants needed to synthesize the given product. (1) Given the product [CH3:1][O:2][C:3](=[O:28])[C@@H:4]([NH:14][C:15]([C:17]1[CH:26]=[C:25]([O:27][CH2:49][C:48]([O:47][CH2:40][C:41]2[CH:46]=[CH:45][CH:44]=[CH:43][CH:42]=2)=[O:51])[C:24]2[C:19](=[CH:20][CH:21]=[CH:22][CH:23]=2)[N:18]=1)=[O:16])[CH2:5][CH2:6][C:7]([O:9][C:10]([CH3:13])([CH3:12])[CH3:11])=[O:8], predict the reactants needed to synthesize it. The reactants are: [CH3:1][O:2][C:3](=[O:28])[C@@H:4]([NH:14][C:15]([C:17]1[CH:26]=[C:25]([OH:27])[C:24]2[C:19](=[CH:20][CH:21]=[CH:22][CH:23]=2)[N:18]=1)=[O:16])[CH2:5][CH2:6][C:7]([O:9][C:10]([CH3:13])([CH3:12])[CH3:11])=[O:8].CN(C=O)C.C(=O)([O-])[O-].[Cs+].[Cs+].[CH2:40]([O:47][C:48](=[O:51])[CH2:49]Br)[C:41]1[CH:46]=[CH:45][CH:44]=[CH:43][CH:42]=1. (2) The reactants are: F[C:2]1C=CC=C(F)C=1C1NC2C(C=1)=CC(C1N(C)N=C(C3C=NC(N)=NC=3)C=1)=CC=2.[CH3:31][N:32]([CH3:67])[C:33]([C:35]1[CH:39]=[C:38]([C:40]2[CH:41]=[C:42]3[C:46](=[CH:47][CH:48]=2)[N:45](S(C2C=CC=CC=2)(=O)=O)[C:44]([C:58]2[C:63]([F:64])=[CH:62][CH:61]=[CH:60][C:59]=2F)=[CH:43]3)[N:37]([CH3:66])[N:36]=1)=[O:34]. Given the product [CH3:31][N:32]([CH3:67])[C:33]([C:35]1[CH:39]=[C:38]([C:40]2[CH:41]=[C:42]3[C:46](=[CH:47][CH:48]=2)[NH:45][C:44]([C:58]2[C:59]([CH3:2])=[CH:60][CH:61]=[CH:62][C:63]=2[F:64])=[CH:43]3)[N:37]([CH3:66])[N:36]=1)=[O:34], predict the reactants needed to synthesize it. (3) Given the product [F:30][C:27]1[CH:28]=[CH:29][C:24]([O:23][C:11]2[C:10]([NH:9][C:6]3[CH:5]=[CH:4][C:3]([C:1]#[N:2])=[CH:8][N:7]=3)=[N:15][CH:14]=[C:13]([S:16][C:32]3[C:37]([CH3:38])=[CH:36][CH:35]=[CH:34][N:33]=3)[CH:12]=2)=[CH:25][CH:26]=1, predict the reactants needed to synthesize it. The reactants are: [C:1]([C:3]1[CH:4]=[CH:5][C:6]([NH:9][C:10]2[N:15]=[CH:14][C:13]([S:16]CCC(OC)=O)=[CH:12][C:11]=2[O:23][C:24]2[CH:29]=[CH:28][C:27]([F:30])=[CH:26][CH:25]=2)=[N:7][CH:8]=1)#[N:2].Br[C:32]1[C:37]([CH3:38])=[CH:36][CH:35]=[CH:34][N:33]=1.CC(C)([O-])C.[K+].O. (4) Given the product [CH3:24][C:14]1[CH:19]=[CH:18][C:17]([S:20]([O:12][CH2:11][CH:8]2[CH2:7][C:6]3[CH:5]=[C:4]([Br:13])[CH:3]=[C:2]([F:1])[C:10]=3[O:9]2)(=[O:22])=[O:21])=[CH:16][CH:15]=1, predict the reactants needed to synthesize it. The reactants are: [F:1][C:2]1[C:10]2[O:9][CH:8]([CH2:11][OH:12])[CH2:7][C:6]=2[CH:5]=[C:4]([Br:13])[CH:3]=1.[C:14]1([CH3:24])[CH:19]=[CH:18][C:17]([S:20](Cl)(=[O:22])=[O:21])=[CH:16][CH:15]=1.CC1C=CC(S(OCC2CC3C(C(F)(F)F)=CC=C(Cl)C=3O2)(=O)=O)=CC=1. (5) Given the product [Br:6][C:7]1[CH:16]=[CH:15][C:14]2[O:13][C@@H:12]3[CH2:2][C@H:1]([O:3][CH2:4][CH3:5])[O:18][CH:17]=[C:11]3[C:10](=[O:19])[C:9]=2[CH:8]=1, predict the reactants needed to synthesize it. The reactants are: [CH2:1]([O:3][CH:4]=[CH2:5])[CH3:2].[Br:6][C:7]1[CH:8]=[C:9]2[C:14](=[CH:15][CH:16]=1)[O:13][CH:12]=[C:11]([CH:17]=[O:18])[C:10]2=[O:19]. (6) Given the product [Cl:20][C:17]1[CH:18]=[CH:19][C:14]([C@@H:9]([O:8][C:6]2[CH:5]=[CH:4][N:3]=[C:2]([N:34]3[CH2:33][CH2:32][C:31]4([CH2:27][N:28]([C:42]([O:44][CH2:45][C:46]5[CH:47]=[CH:48][CH:49]=[CH:50][CH:51]=5)=[O:43])[CH:29]([C:37]([O:39][CH2:40][CH3:41])=[O:38])[CH2:30]4)[CH2:36][CH2:35]3)[CH:7]=2)[C:10]([F:13])([F:11])[F:12])=[C:15]([N:21]2[CH:25]=[CH:24][C:23]([CH3:26])=[N:22]2)[CH:16]=1, predict the reactants needed to synthesize it. The reactants are: Cl[C:2]1[CH:7]=[C:6]([O:8][C@H:9]([C:14]2[CH:19]=[CH:18][C:17]([Cl:20])=[CH:16][C:15]=2[N:21]2[CH:25]=[CH:24][C:23]([CH3:26])=[N:22]2)[C:10]([F:13])([F:12])[F:11])[CH:5]=[CH:4][N:3]=1.[CH2:27]1[C:31]2([CH2:36][CH2:35][NH:34][CH2:33][CH2:32]2)[CH2:30][CH:29]([C:37]([O:39][CH2:40][CH3:41])=[O:38])[N:28]1[C:42]([O:44][CH2:45][C:46]1[CH:51]=[CH:50][CH:49]=[CH:48][CH:47]=1)=[O:43].C([O-])([O-])=O.[Cs+].[Cs+].C1C=CC(P(C2C(C3C(P(C4C=CC=CC=4)C4C=CC=CC=4)=CC=C4C=3C=CC=C4)=C3C(C=CC=C3)=CC=2)C2C=CC=CC=2)=CC=1.